From a dataset of Full USPTO retrosynthesis dataset with 1.9M reactions from patents (1976-2016). Predict the reactants needed to synthesize the given product. (1) Given the product [C:20]([C:23]1[CH:27]=[C:26]([C:28]([NH:1][C@@H:2]([CH3:19])[CH2:3][N:4]2[CH:8]=[CH:7][C:6]([C:9]3[CH:16]=[CH:15][C:12]([C:13]#[N:14])=[C:11]([Cl:17])[C:10]=3[CH3:18])=[N:5]2)=[O:29])[NH:25][N:24]=1)(=[O:22])[CH3:21], predict the reactants needed to synthesize it. The reactants are: [NH2:1][C@@H:2]([CH3:19])[CH2:3][N:4]1[CH:8]=[CH:7][C:6]([C:9]2[CH:16]=[CH:15][C:12]([C:13]#[N:14])=[C:11]([Cl:17])[C:10]=2[CH3:18])=[N:5]1.[C:20]([C:23]1[CH:27]=[C:26]([C:28](O)=[O:29])[NH:25][N:24]=1)(=[O:22])[CH3:21].C1C=CC2N(O)N=NC=2C=1.CCN(C(C)C)C(C)C.CCN=C=NCCCN(C)C. (2) Given the product [C:7]1([N:1]2[CH:5]=[CH:4][CH:3]=[CH:2]2)[CH:12]=[CH:11][CH:10]=[CH:9][CH:8]=1, predict the reactants needed to synthesize it. The reactants are: [NH:1]1[CH:5]=[CH:4][CH:3]=[CH:2]1.I[C:7]1[CH:12]=[CH:11][CH:10]=[CH:9][CH:8]=1. (3) Given the product [CH2:21]([Si:20]([CH2:15][CH3:17])([CH2:23][CH3:24])[C:13]1[CH:12]=[CH:11][CH:10]=[C:8]([C:9]2[CH:5]=[CH:4][CH:3]=[C:2]([Si:20]([CH2:25][CH3:26])([CH2:23][CH3:24])[CH2:21][CH3:22])[CH:1]=2)[C:7]=1[OH:6])[CH3:22], predict the reactants needed to synthesize it. The reactants are: [CH:1]1[C:9]2[C:8]3[CH:10]=[CH:11][CH:12]=[CH:13][C:7]=3[O:6][C:5]=2[CH:4]=[CH:3][CH:2]=1.C[C:15]([O-])([CH3:17])C.[K+].[SiH:20]([CH2:25][CH3:26])([CH2:23][CH3:24])[CH2:21][CH3:22]. (4) Given the product [Cl:17][C:18]1[CH:26]=[CH:25][CH:24]=[CH:23][C:19]=1[C:20]([NH:16][C:3]1[C:2]([Cl:1])=[N:7][CH:6]=[N:5][C:4]=1[NH:8][C:9]1[CH:10]=[CH:11][C:12]([Cl:15])=[CH:13][CH:14]=1)=[O:21], predict the reactants needed to synthesize it. The reactants are: [Cl:1][C:2]1[N:7]=[CH:6][N:5]=[C:4]([NH:8][C:9]2[CH:14]=[CH:13][C:12]([Cl:15])=[CH:11][CH:10]=2)[C:3]=1[NH2:16].[Cl:17][C:18]1[CH:26]=[CH:25][CH:24]=[CH:23][C:19]=1[C:20](Cl)=[O:21].O.